This data is from In vitro SARS-CoV-2 activity screen of 1,480 approved drugs from Prestwick library. The task is: Binary Classification. Given a drug SMILES string, predict its activity (active/inactive) in a high-throughput screening assay against a specified biological target. The drug is CNCC(O)c1ccc(OC(=O)C(C)(C)C)c(OC(=O)C(C)(C)C)c1.Cl. The result is 1 (active).